Dataset: Catalyst prediction with 721,799 reactions and 888 catalyst types from USPTO. Task: Predict which catalyst facilitates the given reaction. (1) Reactant: C(OC([N:8]1[CH2:13][CH2:12][N:11]([CH2:14][C:15]2[CH:20]=[CH:19][CH:18]=[CH:17][CH:16]=2)[CH2:10][C@@H:9]1[CH2:21][CH:22]=[CH:23][C:24]1[CH:29]=[CH:28][CH:27]=[CH:26][CH:25]=1)=O)(C)(C)C.FC(F)(F)C(O)=O.C(Cl)Cl.[OH-].[Na+]. Product: [CH2:14]([N:11]1[CH2:12][CH2:13][NH:8][C@@H:9]([CH2:21][CH:22]=[CH:23][C:24]2[CH:29]=[CH:28][CH:27]=[CH:26][CH:25]=2)[CH2:10]1)[C:15]1[CH:16]=[CH:17][CH:18]=[CH:19][CH:20]=1. The catalyst class is: 11. (2) Reactant: [NH2:1][C:2]1[CH:11]=[CH:10][CH:9]=[C:8]2[C:3]=1[CH:4]=[CH:5][N:6]=[C:7]2[Cl:12].CO[CH:15]1[CH2:19][CH2:18][CH:17](OC)O1. Product: [Cl:12][C:7]1[C:8]2[C:3](=[C:2]([N:1]3[CH:15]=[CH:19][CH:18]=[CH:17]3)[CH:11]=[CH:10][CH:9]=2)[CH:4]=[CH:5][N:6]=1. The catalyst class is: 15. (3) Reactant: [C:1]([O:5][C@@H:6]([C@H:8]1[CH2:12][O:11][C:10](=[O:13])[N:9]1[C:14]1[CH:19]=[C:18]([Cl:20])[N:17]=[C:16](Cl)[N:15]=1)[CH3:7])([CH3:4])([CH3:3])[CH3:2].[F:22][C:23]([F:35])([F:34])[O:24][C:25]1[CH:30]=[CH:29][C:28]([C@@H:31]([NH2:33])[CH3:32])=[CH:27][CH:26]=1.CS(C)=O.CCN(C(C)C)C(C)C. Product: [C:1]([O:5][C@@H:6]([C@H:8]1[CH2:12][O:11][C:10](=[O:13])[N:9]1[C:14]1[CH:19]=[C:18]([Cl:20])[N:17]=[C:16]([NH:33][C@H:31]([C:28]2[CH:27]=[CH:26][C:25]([O:24][C:23]([F:22])([F:34])[F:35])=[CH:30][CH:29]=2)[CH3:32])[N:15]=1)[CH3:7])([CH3:4])([CH3:3])[CH3:2]. The catalyst class is: 170. (4) Reactant: [OH:1][C:2]1[C:3]([CH2:21][OH:22])=[C:4]([CH:18]=[CH:19][CH:20]=1)[CH2:5][CH2:6][N:7]1[CH2:12][CH2:11][CH:10]([C:13]([O:15][CH2:16][CH3:17])=[O:14])[CH2:9][CH2:8]1. Product: [CH:21]([C:3]1[C:2]([OH:1])=[CH:20][CH:19]=[CH:18][C:4]=1[CH2:5][CH2:6][N:7]1[CH2:8][CH2:9][CH:10]([C:13]([O:15][CH2:16][CH3:17])=[O:14])[CH2:11][CH2:12]1)=[O:22]. The catalyst class is: 725.